From a dataset of NCI-60 drug combinations with 297,098 pairs across 59 cell lines. Regression. Given two drug SMILES strings and cell line genomic features, predict the synergy score measuring deviation from expected non-interaction effect. Drug 1: C1CCN(CC1)CCOC2=CC=C(C=C2)C(=O)C3=C(SC4=C3C=CC(=C4)O)C5=CC=C(C=C5)O. Drug 2: CS(=O)(=O)C1=CC(=C(C=C1)C(=O)NC2=CC(=C(C=C2)Cl)C3=CC=CC=N3)Cl. Cell line: HOP-92. Synergy scores: CSS=1.42, Synergy_ZIP=0.384, Synergy_Bliss=-1.36, Synergy_Loewe=-3.64, Synergy_HSA=-3.32.